From a dataset of Forward reaction prediction with 1.9M reactions from USPTO patents (1976-2016). Predict the product of the given reaction. (1) Given the reactants Br[C:2]1[CH:11]=[CH:10][C:5]([NH:6]C(=O)C)=[CH:4][CH:3]=1.CC(C)(C(=O)CC(=O)C(C)(C)C)C.C(=O)([O-])[O-].[Cs+].[Cs+].[F:31][C:32]1[CH:37]=[CH:36][C:35]([OH:38])=[C:34]([CH3:39])[CH:33]=1, predict the reaction product. The product is: [F:31][C:32]1[CH:37]=[CH:36][C:35]([O:38][C:2]2[CH:3]=[CH:4][C:5]([NH2:6])=[CH:10][CH:11]=2)=[C:34]([CH3:39])[CH:33]=1. (2) The product is: [F:1][C:2]([F:32])([F:31])[C:3]1[CH:4]=[C:5]([NH:9][C:10]([N:12]2[CH2:18][CH2:17][CH2:16][CH2:15][C:14]3[CH:19]=[C:20]([O:23][C:24]4[CH:29]=[C:28]([NH:34][CH3:33])[N:27]=[CH:26][N:25]=4)[CH:21]=[CH:22][C:13]2=3)=[O:11])[CH:6]=[CH:7][CH:8]=1. Given the reactants [F:1][C:2]([F:32])([F:31])[C:3]1[CH:4]=[C:5]([NH:9][C:10]([N:12]2[CH2:18][CH2:17][CH2:16][CH2:15][C:14]3[CH:19]=[C:20]([O:23][C:24]4[CH:29]=[C:28](Cl)[N:27]=[CH:26][N:25]=4)[CH:21]=[CH:22][C:13]2=3)=[O:11])[CH:6]=[CH:7][CH:8]=1.[CH3:33][NH2:34], predict the reaction product. (3) Given the reactants [Cl:1][C:2]1[CH:3]=[CH:4][C:5]([O:30][CH3:31])=[C:6]([NH:8][S:9]([C:12]2[CH:21]=[CH:20][C:19]([O:22][CH3:23])=[C:18]3[C:13]=2[CH2:14][CH2:15][C@H:16]([NH:24][C:25](=O)OCC)[CH2:17]3)(=[O:11])=[O:10])[CH:7]=1.[H-].[H-].[H-].[H-].[Li+].[Al+3], predict the reaction product. The product is: [Cl:1][C:2]1[CH:3]=[CH:4][C:5]([O:30][CH3:31])=[C:6]([NH:8][S:9]([C:12]2[C:13]3[CH2:14][CH2:15][C@H:16]([NH:24][CH3:25])[CH2:17][C:18]=3[C:19]([O:22][CH3:23])=[CH:20][CH:21]=2)(=[O:11])=[O:10])[CH:7]=1. (4) Given the reactants [Cl:1][C:2]1[N:7]=[C:6]([NH:8][C:9]2[C:14]([F:15])=[CH:13][CH:12]=[CH:11][C:10]=2[OH:16])[C:5]([Cl:17])=[CH:4][N:3]=1.[C:18]([O:22][CH3:23])(=[O:21])[CH2:19]O.C1(P(C2C=CC=CC=2)C2C=CC=CC=2)C=CC=CC=1.N(C(OC(C)(C)C)=O)=NC(OC(C)(C)C)=O, predict the reaction product. The product is: [CH3:23][O:22][C:18](=[O:21])[CH2:19][O:16][C:10]1[CH:11]=[CH:12][CH:13]=[C:14]([F:15])[C:9]=1[NH:8][C:6]1[C:5]([Cl:17])=[CH:4][N:3]=[C:2]([Cl:1])[N:7]=1. (5) Given the reactants [NH2:1][C:2]1[C:7]([CH:8]=[O:9])=[C:6](Cl)[N:5]=[CH:4][N:3]=1.[NH2:11][C:12]1[CH:26]=[CH:25][C:15]([NH:16][C:17](=[O:24])[C:18]2[CH:23]=[CH:22][CH:21]=[CH:20][CH:19]=2)=[CH:14][CH:13]=1.C(=O)(O)[O-].[Na+], predict the reaction product. The product is: [NH2:1][C:2]1[N:3]=[CH:4][N:5]=[C:6]([NH:11][C:12]2[CH:26]=[CH:25][C:15]([NH:16][C:17](=[O:24])[C:18]3[CH:23]=[CH:22][CH:21]=[CH:20][CH:19]=3)=[CH:14][CH:13]=2)[C:7]=1[CH:8]=[O:9]. (6) Given the reactants CCN(C(C)C)C(C)C.Cl.Cl.[CH3:12][C@H:13]1[C:21]2[C:20]([N:22]3[CH2:27][CH2:26][NH:25][CH2:24][CH2:23]3)=[N:19][CH:18]=[N:17][C:16]=2[CH2:15][CH2:14]1.[C:28]([O:32][C:33]([N:35]([CH:49]([CH3:51])[CH3:50])[CH2:36][C:37]([C:42]1[CH:47]=[CH:46][C:45]([Cl:48])=[CH:44][CH:43]=1)([OH:41])[C:38](O)=[O:39])=[O:34])([CH3:31])([CH3:30])[CH3:29].F[P-](F)(F)(F)(F)F.N1(OC(N(C)C)=[N+](C)C)C2C=CC=CC=2N=N1, predict the reaction product. The product is: [Cl:48][C:45]1[CH:44]=[CH:43][C:42]([C:37]([OH:41])([C:38]([N:25]2[CH2:26][CH2:27][N:22]([C:20]3[C:21]4[C@H:13]([CH3:12])[CH2:14][CH2:15][C:16]=4[N:17]=[CH:18][N:19]=3)[CH2:23][CH2:24]2)=[O:39])[CH2:36][N:35]([CH:49]([CH3:50])[CH3:51])[C:33](=[O:34])[O:32][C:28]([CH3:30])([CH3:29])[CH3:31])=[CH:47][CH:46]=1.